This data is from Forward reaction prediction with 1.9M reactions from USPTO patents (1976-2016). The task is: Predict the product of the given reaction. (1) Given the reactants [F:1][C@H:2]1[C@@H:7]([O:8][C:9]2[CH:16]=[CH:15][C:14]([C:17]3[N:22]=[C:21]([NH:23][C:24]4[CH:29]=[CH:28][C:27]([N:30]5[CH2:35][CH2:34][N:33]([CH:36]6[CH2:39][O:38][CH2:37]6)[CH2:32][CH2:31]5)=[CH:26][CH:25]=4)[N:20]=[CH:19][N:18]=3)=[CH:13][C:10]=2[C:11]#[N:12])[CH2:6][CH2:5][NH:4][CH2:3]1.C(N(CC)C(C)C)(C)C.CN(C(ON1N=NC2C=CC=NC1=2)=[N+](C)C)C.F[P-](F)(F)(F)(F)F.[NH2:73][C:74]1[C:78]([Cl:79])=[C:77]([C:80](O)=[O:81])[NH:76][N:75]=1, predict the reaction product. The product is: [NH2:73][C:74]1[C:78]([Cl:79])=[C:77]([C:80]([N:4]2[CH2:5][CH2:6][C@H:7]([O:8][C:9]3[CH:16]=[CH:15][C:14]([C:17]4[N:22]=[C:21]([NH:23][C:24]5[CH:29]=[CH:28][C:27]([N:30]6[CH2:31][CH2:32][N:33]([CH:36]7[CH2:39][O:38][CH2:37]7)[CH2:34][CH2:35]6)=[CH:26][CH:25]=5)[N:20]=[CH:19][N:18]=4)=[CH:13][C:10]=3[C:11]#[N:12])[C@H:2]([F:1])[CH2:3]2)=[O:81])[NH:76][N:75]=1. (2) Given the reactants CC1(C)C2C(=C(P(C3C=CC=CC=3)C3C=CC=CC=3)C=CC=2)OC2C(P(C3C=CC=CC=3)C3C=CC=CC=3)=CC=CC1=2.C([O-])([O-])=O.[Cs+].[Cs+].Cl[C:50]1[N:55]=[CH:54][C:53]([N:56]2[CH2:61][CH2:60][CH:59]([CH2:62][C:63]#[N:64])[CH2:58][CH2:57]2)=[CH:52][CH:51]=1.[CH:65]1([N:70]2[C:74]3[N:75]=[C:76]([NH2:79])[N:77]=[CH:78][C:73]=3[C:72]3[CH:80]=[CH:81][N:82]=[C:83]([F:84])[C:71]2=3)[CH2:69][CH2:68][CH2:67][CH2:66]1, predict the reaction product. The product is: [CH:65]1([N:70]2[C:74]3[N:75]=[C:76]([NH:79][C:50]4[N:55]=[CH:54][C:53]([N:56]5[CH2:61][CH2:60][CH:59]([CH2:62][C:63]#[N:64])[CH2:58][CH2:57]5)=[CH:52][CH:51]=4)[N:77]=[CH:78][C:73]=3[C:72]3[CH:80]=[CH:81][N:82]=[C:83]([F:84])[C:71]2=3)[CH2:66][CH2:67][CH2:68][CH2:69]1. (3) Given the reactants Br[CH:2]([CH2:18][C:19]1[CH:24]=[CH:23][CH:22]=[CH:21][CH:20]=1)[C:3]([NH:5][C:6]([C:10]1[CH:15]=[C:14]([Br:16])[CH:13]=[CH:12][C:11]=1[F:17])([CH3:9])[CH2:7][OH:8])=[O:4].[K].CCSC(N(CC(C)C)CC(C)C)=O.C([C@H]1OC[C@@](C2C=C(Br)C=CC=2F)(C)NC1=O)C1C=CC=CC=1.C([C@@H]1OC[C@](C2C=C(Br)C=CC=2F)(C)NC1=O)C1C=CC=CC=1, predict the reaction product. The product is: [Br:16][C:14]1[CH:13]=[CH:12][C:11]([F:17])=[C:10]([C:6]([NH:5][C:3](=[O:4])[CH:2]=[CH:18][C:19]2[CH:24]=[CH:23][CH:22]=[CH:21][CH:20]=2)([CH3:9])[CH2:7][OH:8])[CH:15]=1. (4) Given the reactants [F:1][C:2]1[CH:3]=[C:4]([CH:6]=[CH:7][C:8]=1[N:9]1[CH2:13][CH2:12][CH2:11][CH2:10]1)[NH2:5].C[Al](C)C.[NH:18](/[C:22](/[CH3:28])=[CH:23]\[C:24](OC)=[O:25])[C:19]([CH3:21])=O, predict the reaction product. The product is: [F:1][C:2]1[CH:3]=[C:4]([N:5]2[C:24](=[O:25])[CH:23]=[C:22]([CH3:28])[N:18]=[C:19]2[CH3:21])[CH:6]=[CH:7][C:8]=1[N:9]1[CH2:13][CH2:12][CH2:11][CH2:10]1. (5) Given the reactants Br.C(O)(=O)C.[C:6]([O:14][C@@H:15]1[C@@H:38]([O:39][C:40](=[O:47])[C:41]2[CH:46]=[CH:45][CH:44]=[CH:43][CH:42]=2)[C@H:37]([O:48][C:49](=[O:56])[C:50]2[CH:55]=[CH:54][CH:53]=[CH:52][CH:51]=2)[C@@H:36]([C@@H:57]([CH3:67])[O:58][C:59](=[O:66])[C:60]2[CH:65]=[CH:64][CH:63]=[CH:62][CH:61]=2)[O:35][C@H:16]1[O:17][C:18]1[C:23]([CH2:24][C:25]2[CH:30]=[CH:29][C:28]([CH2:31][CH3:32])=[CH:27][CH:26]=2)=[C:22](C)[CH:21]=[C:20](C)[N:19]=1)(=[O:13])[C:7]1[CH:12]=[CH:11][CH:10]=[CH:9][CH:8]=1.C(C1C=CC(CC2C(O)=NC=CC=2)=CC=1)C, predict the reaction product. The product is: [C:6]([O:14][C@@H:15]1[C@@H:38]([O:39][C:40](=[O:47])[C:41]2[CH:46]=[CH:45][CH:44]=[CH:43][CH:42]=2)[C@H:37]([O:48][C:49](=[O:56])[C:50]2[CH:51]=[CH:52][CH:53]=[CH:54][CH:55]=2)[C@@H:36]([C@@H:57]([CH3:67])[O:58][C:59](=[O:66])[C:60]2[CH:65]=[CH:64][CH:63]=[CH:62][CH:61]=2)[O:35][C@H:16]1[O:17][C:18]1[C:23]([CH2:24][C:25]2[CH:26]=[CH:27][C:28]([CH2:31][CH3:32])=[CH:29][CH:30]=2)=[CH:22][CH:21]=[CH:20][N:19]=1)(=[O:13])[C:7]1[CH:8]=[CH:9][CH:10]=[CH:11][CH:12]=1. (6) Given the reactants C([O:3][C:4](=O)/[C:5](/[C:12]1[CH:17]=[CH:16][C:15]([S:18]([CH2:21][CH2:22][CH2:23][O:24][CH2:25][C:26]2[CH:31]=[CH:30][CH:29]=[CH:28][CH:27]=2)(=[O:20])=[O:19])=[CH:14][CH:13]=1)=[CH:6]/[CH:7]1[CH2:11][CH2:10][CH2:9][CH2:8]1)C.CC(C[AlH]CC(C)C)C.C1(C)C=CC=CC=1, predict the reaction product. The product is: [CH2:25]([O:24][CH2:23][CH2:22][CH2:21][S:18]([C:15]1[CH:14]=[CH:13][C:12](/[C:5](=[CH:6]\[CH:7]2[CH2:11][CH2:10][CH2:9][CH2:8]2)/[CH2:4][OH:3])=[CH:17][CH:16]=1)(=[O:20])=[O:19])[C:26]1[CH:31]=[CH:30][CH:29]=[CH:28][CH:27]=1.